Dataset: Drug-target binding data from BindingDB using IC50 measurements. Task: Regression. Given a target protein amino acid sequence and a drug SMILES string, predict the binding affinity score between them. We predict pIC50 (pIC50 = -log10(IC50 in M); higher means more potent). Dataset: bindingdb_ic50. The compound is CC(C)(C)c1ccc(C(=O)Nc2cn3cc(-n4ccnc4)ccc3n2)cc1. The target protein sequence is MAAAAGNRASSSGFPGARATSPEAGGGGGALKASSAPAAAAGLLREAGSGGRERADWRRRQLRKVRSVELDQLPEQPLFLAASPPASSTSPSPEPADAAGSGTGFQPVAVPPPHGAASRGGAHLTESVAAPDSGASSPAAAEPGEKRAPAAEPSPAAAPAGREMENKETLKGLHKMDDRPEERMIREKLKATCMPAWKHEWLERRNRRGPVVVKPIPVKGDGSEMNHLAAESPGEVQASAASPASKGRRSPSPGNSPSGRTVKSESPGVRRKRVSPVPFQSGRITPPRRAPSPDGFSPYSPEETNRRVNKVMRARLYLLQQIGPNSFLIGGDSPDNKYRVFIGPQNCSCARGTFCIHLLFVMLRVFQLEPSDPMLWRKTLKNFEVESLFQKYHSRRSSRIKAPSRNTIQKFVSRMSNSHTLSSSSTSTSSSENSIKDEEEQMCPICLLGMLDEESLTVCEDGCRNKLHHHCMSIWAEECRRNREPLICPLCRSKWRSHDF.... The pIC50 is 5.0.